This data is from Full USPTO retrosynthesis dataset with 1.9M reactions from patents (1976-2016). The task is: Predict the reactants needed to synthesize the given product. (1) Given the product [O:13]=[C:4]1[CH2:3][CH:2]([N:1]2[CH:18]=[N:16][N:15]=[N:14]2)[CH2:6][N:5]1[CH:7]([CH2:11][CH3:12])[C:8]([NH2:10])=[O:9], predict the reactants needed to synthesize it. The reactants are: [NH2:1][CH:2]1[CH2:6][N:5]([CH:7]([CH2:11][CH3:12])[C:8]([NH2:10])=[O:9])[C:4](=[O:13])[CH2:3]1.[N-:14]=[N+:15]=[N-:16].[Na+].[CH3:18]C(O)=O. (2) The reactants are: C([O:8][C:9]1[C:10](=[O:27])[CH:11]=[C:12]([CH2:15][NH:16][S:17]([C:20]2[CH:25]=[CH:24][CH:23]=[C:22]([CH3:26])[CH:21]=2)(=[O:19])=[O:18])[O:13][CH:14]=1)C1C=CC=CC=1.OC1C(=O)C=C(CNS(C2C=CC=CC=2)(=O)=O)OC=1. Given the product [OH:8][C:9]1[C:10](=[O:27])[CH:11]=[C:12]([CH2:15][NH:16][S:17]([C:20]2[CH:25]=[CH:24][CH:23]=[C:22]([CH3:26])[CH:21]=2)(=[O:19])=[O:18])[O:13][CH:14]=1, predict the reactants needed to synthesize it. (3) Given the product [N:22]1[CH:21]=[N:20][N:18]2[CH:19]=[C:14]([C:13]3[N:9]([C:4]4[CH:5]=[CH:6][C:7]([F:8])=[C:2]([Cl:1])[CH:3]=4)[C:10](=[O:24])[N:11]([CH2:37][C:38]4[CH:43]=[CH:42][CH:41]=[C:40]([F:44])[CH:39]=4)[C:12]=3[CH3:23])[CH:15]=[CH:16][C:17]=12, predict the reactants needed to synthesize it. The reactants are: [Cl:1][C:2]1[CH:3]=[C:4]([N:9]2[C:13]([C:14]3[CH:15]=[CH:16][C:17]4[N:18]([N:20]=[CH:21][N:22]=4)[CH:19]=3)=[C:12]([CH3:23])[NH:11][C:10]2=[O:24])[CH:5]=[CH:6][C:7]=1[F:8].CN(C)C=O.CC(C)([O-])C.[K+].Br[CH2:37][C:38]1[CH:43]=[CH:42][CH:41]=[C:40]([F:44])[CH:39]=1. (4) Given the product [NH2:8][C:9]1([C:13]2[CH:14]=[CH:15][C:16]([C:19]3[C:24]([C:25]4[CH:30]=[CH:29][CH:28]=[CH:27][CH:26]=4)=[CH:23][N:22]4[N:31]=[C:32]([C:34]([OH:36])=[O:35])[N:33]=[C:21]4[N:20]=3)=[CH:17][CH:18]=2)[CH2:12][CH2:11][CH2:10]1, predict the reactants needed to synthesize it. The reactants are: C(OC([NH:8][C:9]1([C:13]2[CH:18]=[CH:17][C:16]([C:19]3[C:24]([C:25]4[CH:30]=[CH:29][CH:28]=[CH:27][CH:26]=4)=[CH:23][N:22]4[N:31]=[C:32]([C:34]([OH:36])=[O:35])[N:33]=[C:21]4[N:20]=3)=[CH:15][CH:14]=2)[CH2:12][CH2:11][CH2:10]1)=O)(C)(C)C.C(O)(C(F)(F)F)=O. (5) Given the product [Cl:20][C:21]1[CH:26]=[CH:25][C:24]2[NH:27][C:18]([C:16]3[NH:15][N:14]=[C:13]([C:5]4[CH:6]=[C:7]([O:11][CH3:12])[C:8]([O:9][CH3:10])=[C:3]([O:2][CH3:1])[CH:4]=4)[CH:17]=3)=[N:28][C:23]=2[CH:22]=1, predict the reactants needed to synthesize it. The reactants are: [CH3:1][O:2][C:3]1[CH:4]=[C:5]([C:13]2[CH:17]=[C:16]([CH:18]=O)[NH:15][N:14]=2)[CH:6]=[C:7]([O:11][CH3:12])[C:8]=1[O:9][CH3:10].[Cl:20][C:21]1[CH:22]=[C:23]([NH2:28])[C:24]([NH2:27])=[CH:25][CH:26]=1.